This data is from Catalyst prediction with 721,799 reactions and 888 catalyst types from USPTO. The task is: Predict which catalyst facilitates the given reaction. (1) Reactant: C[O:2][C:3](=[O:43])[CH2:4][CH:5]1[CH2:10][CH2:9][N:8]([C:11]([N:13]2[CH2:18][CH2:17][CH:16]([C:19]3[CH:24]=[CH:23][C:22]([NH:25][C:26]([C:28]4[N:29]=[C:30]([C:37]5[CH:42]=[CH:41][CH:40]=[CH:39][CH:38]=5)[O:31][C:32]=4[C:33]([F:36])([F:35])[F:34])=[O:27])=[CH:21][CH:20]=3)[CH2:15][CH2:14]2)=[O:12])[CH2:7][CH2:6]1.[OH-].[Li+]. Product: [C:37]1([C:30]2[O:31][C:32]([C:33]([F:34])([F:35])[F:36])=[C:28]([C:26]([NH:25][C:22]3[CH:21]=[CH:20][C:19]([CH:16]4[CH2:17][CH2:18][N:13]([C:11]([N:8]5[CH2:7][CH2:6][CH:5]([CH2:4][C:3]([OH:43])=[O:2])[CH2:10][CH2:9]5)=[O:12])[CH2:14][CH2:15]4)=[CH:24][CH:23]=3)=[O:27])[N:29]=2)[CH:42]=[CH:41][CH:40]=[CH:39][CH:38]=1. The catalyst class is: 38. (2) The catalyst class is: 26. Product: [CH3:13][O:14][N:15]1[CH:16]([CH2:17][CH2:18][CH2:19][CH2:20][CH3:21])[CH2:3][C:2]([CH3:1])=[CH:4][CH2:11][CH2:10][CH2:9][CH2:8][CH2:7][CH2:6][C:5]1=[O:12]. Reactant: [CH2:1]=[C:2]([CH:4]1[CH2:11][CH2:10][CH2:9][CH2:8][CH2:7][CH2:6][C:5]1=[O:12])[CH3:3].[CH3:13][O:14][N:15]=[CH:16][CH2:17][CH2:18][CH2:19][CH2:20][CH3:21].Cl[Sn](Cl)(Cl)Cl. (3) Reactant: [CH3:1][O:2][C:3]1[N:8]2[N:9]=[C:10]([C:12]([F:15])([F:14])[F:13])[N:11]=[C:7]2[C:6]([C:16](=O)[C:17]([CH3:23])([CH3:22])[C:18]([O:20]C)=O)=[CH:5][CH:4]=1.C(OC(C)(C)C)(=O)[NH:26][NH2:27].C1(C)C=CC(S([O-])(=O)=O)=CC=1.[NH+]1C=CC=CC=1.O. Product: [CH3:1][O:2][C:3]1[N:8]2[N:9]=[C:10]([C:12]([F:14])([F:15])[F:13])[N:11]=[C:7]2[C:6]([C:16]2[C:17]([CH3:22])([CH3:23])[C:18](=[O:20])[NH:27][N:26]=2)=[CH:5][CH:4]=1. The catalyst class is: 113. (4) Reactant: [CH3:1][C:2]1[N:3]=[CH:4][C:5]([N:8]2[C@@H:15]3[C@@H:10]([CH2:11][CH2:12][NH:13][CH2:14]3)[CH2:9]2)=[N:6][CH:7]=1.CC1C=C(C)N=C(N2[C@@H]3[C@@H](CCNC3)C2)N=1.[F:32][C:33]1[CH:34]=[CH:35][C:36]([N:42]2[N:46]=[CH:45][CH:44]=[N:43]2)=[C:37]([CH:41]=1)[C:38](O)=[O:39].S1C=CC=C1C1C=CC=CC=1C(O)=O. Product: [F:32][C:33]1[CH:34]=[CH:35][C:36]([N:42]2[N:46]=[CH:45][CH:44]=[N:43]2)=[C:37]([C:38]([N:13]2[CH2:12][CH2:11][C@@H:10]3[C@@H:15]([N:8]([C:5]4[CH:4]=[N:3][C:2]([CH3:1])=[CH:7][N:6]=4)[CH2:9]3)[CH2:14]2)=[O:39])[CH:41]=1. The catalyst class is: 2.